From a dataset of Full USPTO retrosynthesis dataset with 1.9M reactions from patents (1976-2016). Predict the reactants needed to synthesize the given product. The reactants are: [Cl:1][C:2]1[CH:3]=[C:4]([OH:21])[C:5]([NH:8][S:9]([CH2:12][C:13]2[CH:18]=[C:17](Cl)[CH:16]=[C:15](Cl)[CH:14]=2)(=[O:11])=[O:10])=[N:6][CH:7]=1.[C:22](C1C=CC(CS(Cl)(=O)=O)=CC=1)#[N:23].ClC1C=C(CS(Cl)(=O)=O)C=C(Cl)C=1. Given the product [Cl:1][C:2]1[CH:3]=[C:4]([OH:21])[C:5]([NH:8][S:9]([CH2:12][C:13]2[CH:18]=[CH:17][C:16]([C:22]#[N:23])=[CH:15][CH:14]=2)(=[O:11])=[O:10])=[N:6][CH:7]=1, predict the reactants needed to synthesize it.